The task is: Predict which catalyst facilitates the given reaction.. This data is from Catalyst prediction with 721,799 reactions and 888 catalyst types from USPTO. (1) Reactant: [CH3:1][C:2]([CH3:20])([CH3:19])[C:3]([NH:5][C:6]1[CH:11]=[CH:10][CH:9]=[C:8]([NH:12][C:13](=[O:18])[C:14]([CH3:17])([CH3:16])[CH3:15])[N:7]=1)=[O:4].[C:21](=O)([O:24]C)[O:22][CH3:23]. Product: [CH3:15][C:14]([CH3:17])([CH3:16])[C:13]([NH:12][C:8]1[N:7]=[C:6]([NH:5][C:3](=[O:4])[C:2]([CH3:20])([CH3:19])[CH3:1])[CH:11]=[CH:10][C:9]=1[C:21]([O:22][CH3:23])=[O:24])=[O:18]. The catalyst class is: 188. (2) Reactant: [N:1]1[N:5]2[C:9](=[O:10])[C:4]3[N:5]([N:1]=[CH:2][CH:3]=3)[C:9](=[O:10])[C:4]2=[CH:3][CH:2]=1.[Cl:15][C:16]1[CH:17]=[C:18]([CH3:23])[C:19](=[CH:21][CH:22]=1)[NH2:20].CN(C=O)C. Product: [Cl:15][C:16]1[CH:22]=[CH:21][C:19]([NH:20][C:9]([C:4]2[CH:3]=[CH:2][NH:1][N:5]=2)=[O:10])=[C:18]([CH3:23])[CH:17]=1. The catalyst class is: 17. (3) The catalyst class is: 2. Reactant: [Br:1][C:2]1[CH:3]=[C:4]([S:10]([CH2:13][CH2:14][OH:15])(=[O:12])=[O:11])[CH:5]=[CH:6][C:7]=1[O:8][CH3:9].[O:16]1[CH:21]=[CH:20][CH2:19][CH2:18][CH2:17]1.C1(C)C=CC(S([O-])(=O)=O)=CC=1.[NH+]1C=CC=CC=1.CC(=O)OCC. Product: [Br:1][C:2]1[CH:3]=[C:4]([S:10]([CH2:13][CH2:14][O:15][CH:17]2[CH2:18][CH2:19][CH2:20][CH2:21][O:16]2)(=[O:11])=[O:12])[CH:5]=[CH:6][C:7]=1[O:8][CH3:9]. (4) Product: [C:1]([O:5][C:6]([N:8]1[CH2:13][CH2:12][CH:11]([C:14]2[O:23][C:17]3=[CH:18][N:19]=[C:20]([C:32]4[O:36][C:35]([Si:37]([CH:41]([CH3:43])[CH3:42])([CH:44]([CH3:46])[CH3:45])[CH:38]([CH3:39])[CH3:40])=[N:34][CH:33]=4)[CH:21]=[C:16]3[CH:15]=2)[CH2:10][CH2:9]1)=[O:7])([CH3:4])([CH3:3])[CH3:2]. Reactant: [C:1]([O:5][C:6]([N:8]1[CH2:13][CH2:12][CH:11]([C:14]2[O:23][C:17]3=[CH:18][N:19]=[C:20](Cl)[CH:21]=[C:16]3[CH:15]=2)[CH2:10][CH2:9]1)=[O:7])([CH3:4])([CH3:3])[CH3:2].CC1(C)C(C)(C)OB([C:32]2[O:36][C:35]([Si:37]([CH:44]([CH3:46])[CH3:45])([CH:41]([CH3:43])[CH3:42])[CH:38]([CH3:40])[CH3:39])=[N:34][CH:33]=2)O1.C([O-])([O-])=O.[Na+].[Na+]. The catalyst class is: 9. (5) Reactant: [Br:1][C:2]1[CH:10]=[C:9]2[C:5]([CH:6]=[N:7][NH:8]2)=[CH:4][C:3]=1[OH:11].[CH2:12](O)[C:13]1[CH:18]=[CH:17][CH:16]=[CH:15][CH:14]=1.C1C=CC(P(C2C=CC=CC=2)C2C=CC=CC=2)=CC=1.CCOC(/N=N/C(OCC)=O)=O.[NH4+].[Cl-]. Product: [CH2:12]([O:11][C:3]1[CH:4]=[C:5]2[C:9](=[CH:10][C:2]=1[Br:1])[NH:8][N:7]=[CH:6]2)[C:13]1[CH:18]=[CH:17][CH:16]=[CH:15][CH:14]=1. The catalyst class is: 49. (6) Reactant: [ClH:1].[NH2:2][C@@H:3]1[CH2:5][C@H:4]1[C:6]1[CH:11]=[CH:10][C:9]([NH:12][C:13](=[O:20])[C:14]2[CH:19]=[CH:18][CH:17]=[CH:16][CH:15]=2)=[C:8]([CH3:21])[CH:7]=1.C(=O)([O-])O.[Na+].[CH:27]1([CH:30]=O)[CH2:29][CH2:28]1.[BH4-].[Na+]. Product: [ClH:1].[CH:27]1([CH2:30][NH:2][C@@H:3]2[CH2:5][C@H:4]2[C:6]2[CH:11]=[CH:10][C:9]([NH:12][C:13](=[O:20])[C:14]3[CH:19]=[CH:18][CH:17]=[CH:16][CH:15]=3)=[C:8]([CH3:21])[CH:7]=2)[CH2:29][CH2:28]1. The catalyst class is: 36.